Dataset: Forward reaction prediction with 1.9M reactions from USPTO patents (1976-2016). Task: Predict the product of the given reaction. (1) Given the reactants [CH:1]([N:5]1[C:13]2[CH:12]=[C:11](Cl)[N:10]=[CH:9][C:8]=2[C:7]([N:15]2[CH2:20][CH2:19][NH:18][C:17](=[O:21])[CH2:16]2)=[N:6]1)([CH2:3][CH3:4])[CH3:2].[NH2:22][C:23]1[CH:28]=[CH:27][N:26]=[C:25]([N:29]2[CH2:34][CH2:33][C:32]([CH3:36])([OH:35])[CH2:31][CH2:30]2)[N:24]=1.C1(P(C2CCCCC2)C2C(OC)=CC=C(OC)C=2C2C(C(C)C)=CC(C(C)C)=CC=2C(C)C)CCCCC1.C(=O)([O-])[O-].[Cs+].[Cs+], predict the reaction product. The product is: [CH:1]([N:5]1[C:13]2[CH:12]=[C:11]([NH:22][C:23]3[CH:28]=[CH:27][N:26]=[C:25]([N:29]4[CH2:30][CH2:31][C:32]([OH:35])([CH3:36])[CH2:33][CH2:34]4)[N:24]=3)[N:10]=[CH:9][C:8]=2[C:7]([N:15]2[CH2:20][CH2:19][NH:18][C:17](=[O:21])[CH2:16]2)=[N:6]1)([CH2:3][CH3:4])[CH3:2]. (2) Given the reactants [CH3:1][O:2][C:3]1[CH:12]=[C:11]2[C:6]([CH2:7][CH2:8][CH2:9][CH:10]2[C:13]([OH:15])=O)=[CH:5][CH:4]=1.[Br:16][C:17]1[CH:22]=[CH:21][C:20]([CH2:23][NH:24][C:25]2[CH:30]=[CH:29][C:28]([CH2:31][CH2:32][CH2:33][CH2:34][CH2:35][CH2:36][CH2:37][CH3:38])=[CH:27][CH:26]=2)=[CH:19][CH:18]=1, predict the reaction product. The product is: [Br:16][C:17]1[CH:18]=[CH:19][C:20]([CH2:23][N:24]([C:25]2[CH:26]=[CH:27][C:28]([CH2:31][CH2:32][CH2:33][CH2:34][CH2:35][CH2:36][CH2:37][CH3:38])=[CH:29][CH:30]=2)[C:13]([CH:10]2[C:11]3[C:6](=[CH:5][CH:4]=[C:3]([O:2][CH3:1])[CH:12]=3)[CH2:7][CH2:8][CH2:9]2)=[O:15])=[CH:21][CH:22]=1. (3) Given the reactants [CH:1]([O:14][CH:15]1[CH2:20][CH2:19][NH:18][CH2:17][CH2:16]1)([C:8]1[CH:13]=[CH:12][CH:11]=[CH:10][CH:9]=1)[C:2]1[CH:7]=[CH:6][CH:5]=[CH:4][CH:3]=1.[CH:21]([C:23]1[C:24]([C:28]([O:30][CH2:31][CH3:32])=[O:29])=[N:25][NH:26][CH:27]=1)=O.C(O[BH-](OC(=O)C)OC(=O)C)(=O)C.[Na+], predict the reaction product. The product is: [CH:1]([O:14][CH:15]1[CH2:20][CH2:19][N:18]([CH2:21][C:23]2[C:24]([C:28]([O:30][CH2:31][CH3:32])=[O:29])=[N:25][NH:26][CH:27]=2)[CH2:17][CH2:16]1)([C:8]1[CH:13]=[CH:12][CH:11]=[CH:10][CH:9]=1)[C:2]1[CH:3]=[CH:4][CH:5]=[CH:6][CH:7]=1. (4) Given the reactants Cl[CH2:2][C:3]([C:5]1([C:11]2[CH:16]=[CH:15][C:14]([Cl:17])=[CH:13][CH:12]=2)[CH2:10][CH2:9][CH2:8][CH2:7][CH2:6]1)=O.[I-].[Na+].[CH3:20][N:21]1[CH2:25][CH2:24][CH2:23][CH:22]1[CH2:26][CH2:27][NH:28][C:29]([NH2:31])=[S:30], predict the reaction product. The product is: [Cl:17][C:14]1[CH:15]=[CH:16][C:11]([C:5]2([C:3]3[N:31]=[C:29]([NH:28][CH2:27][CH2:26][CH:22]4[CH2:23][CH2:24][CH2:25][N:21]4[CH3:20])[S:30][CH:2]=3)[CH2:10][CH2:9][CH2:8][CH2:7][CH2:6]2)=[CH:12][CH:13]=1. (5) Given the reactants [Cl:1][C:2]1[CH:10]=[CH:9][C:8]([Cl:11])=[C:7]2[C:3]=1[C:4]1[CH2:15][CH2:14][N:13]([CH3:16])[CH2:12][C:5]=1[NH:6]2.[H-].[Na+].CC1C=CC(S(O[CH2:30][CH2:31][C:32]2[CH:33]=[N:34][C:35]([CH3:38])=[CH:36][CH:37]=2)(=O)=O)=CC=1, predict the reaction product. The product is: [Cl:1][C:2]1[CH:10]=[CH:9][C:8]([Cl:11])=[C:7]2[C:3]=1[C:4]1[CH2:15][CH2:14][N:13]([CH3:16])[CH2:12][C:5]=1[N:6]2[CH2:30][CH2:31][C:32]1[CH:33]=[N:34][C:35]([CH3:38])=[CH:36][CH:37]=1. (6) Given the reactants C([O:5][C:6](=[O:45])[C:7]1[CH:12]=[CH:11][CH:10]=[C:9]([CH2:13][CH:14]([NH:28][C:29](=[O:42])[CH2:30][N:31]2[CH2:36][CH2:35][N:34]([CH2:37][CH2:38][N:39]([CH3:41])[CH3:40])[CH2:33][CH2:32]2)[B:15]2[O:23]C3C(C)(C4CC(C3)C4(C)C)[O:16]2)[C:8]=1OC)(C)(C)C.B(Cl)(Cl)Cl, predict the reaction product. The product is: [CH3:41][N:39]([CH3:40])[CH2:38][CH2:37][N:34]1[CH2:33][CH2:32][N:31]([CH2:30][C:29]([NH:28][CH:14]2[CH2:13][C:9]3[CH:10]=[CH:11][CH:12]=[C:7]([C:6]([OH:5])=[O:45])[C:8]=3[O:16][B:15]2[OH:23])=[O:42])[CH2:36][CH2:35]1. (7) Given the reactants [Cl:1][C:2]1[CH:3]=[C:4]([N:10]2[CH:18]([CH:19]3[CH2:23][CH2:22][CH2:21][CH2:20]3)[CH:17]3[C:12]([C:13]4[CH:27]=[CH:26][C:25]([C:28]([OH:30])=[O:29])=[CH:24][C:14]=4[CH2:15][CH2:16]3)=[N:11]2)[CH:5]=[CH:6][C:7]=1[C:8]#[N:9].[CH3:31][CH2:32][CH:33](O)[CH2:34][CH3:35], predict the reaction product. The product is: [Cl:1][C:2]1[CH:3]=[C:4]([N:10]2[CH:18]([CH:19]3[CH2:20][CH2:21][CH2:22][CH2:23]3)[CH:17]3[C:12]([C:13]4[CH:27]=[CH:26][C:25]([C:28]([O:30][CH:33]([CH2:34][CH3:35])[CH2:32][CH3:31])=[O:29])=[CH:24][C:14]=4[CH2:15][CH2:16]3)=[N:11]2)[CH:5]=[CH:6][C:7]=1[C:8]#[N:9]. (8) Given the reactants [CH:1]1([O:6][C:7]2[CH:8]=[C:9]([CH:15]3[CH2:19][N:18]([C:20]4[CH:21]=[C:22]([CH:25]=[CH:26][CH:27]=4)C#N)[C:17](=[O:28])[CH2:16]3)[CH:10]=[CH:11][C:12]=2[O:13][CH3:14])[CH2:5][CH2:4][CH2:3][CH2:2]1.[OH-].[Na+].OO.[OH:33][S:34]([OH:37])(=O)=O.[CH2:38](O)C, predict the reaction product. The product is: [CH:1]1([O:6][C:7]2[CH:8]=[C:9]([CH:15]3[CH2:19][N:18]([C:20]4[CH:27]=[CH:26][CH:25]=[C:22]([S:34]([CH3:38])(=[O:37])=[O:33])[CH:21]=4)[C:17](=[O:28])[CH2:16]3)[CH:10]=[CH:11][C:12]=2[O:13][CH3:14])[CH2:5][CH2:4][CH2:3][CH2:2]1. (9) Given the reactants Cl[C:2]1[NH:7][C:6](=[O:8])[N:5]=[CH:4][CH:3]=1.[CH:9]([CH:12]1[CH2:17][NH:16][CH2:15][CH2:14][NH:13]1)([CH3:11])[CH3:10], predict the reaction product. The product is: [CH:9]([CH:12]1[NH:13][CH2:14][CH2:15][N:16]([C:2]2[NH:7][C:6](=[O:8])[N:5]=[CH:4][CH:3]=2)[CH2:17]1)([CH3:11])[CH3:10]. (10) Given the reactants [Cl:1][C:2]1[C:3]([O:17][CH3:18])=[CH:4][C:5]([CH3:16])=[C:6]([NH:8][C:9](=[O:15])[O:10][C:11]([CH3:14])([CH3:13])[CH3:12])[CH:7]=1.[CH:19]([Li])(CC)C.[Cl-].[NH4+].O.[O:27]1[CH2:31][CH2:30][CH2:29][CH2:28]1, predict the reaction product. The product is: [C:11]([O:10][C:9](=[O:15])[NH:8][C:6]1[CH:7]=[C:2]([Cl:1])[C:3]([O:17][CH3:18])=[CH:4][C:5]=1[CH2:16][CH:31]([OH:27])[CH:30]([CH3:19])[CH2:29][CH3:28])([CH3:12])([CH3:13])[CH3:14].